Dataset: Forward reaction prediction with 1.9M reactions from USPTO patents (1976-2016). Task: Predict the product of the given reaction. Given the reactants C1(P(C2C=CC=CC=2)CCCP(C2C=CC=CC=2)C2C=CC=CC=2)C=CC=CC=1.Br[C:31]1[C:39]2[C:34](=[N:35][CH:36]=[C:37]([C:40]3[CH:41]=[C:42]([CH:46]=[CH:47][C:48]=3[CH3:49])[C:43]([OH:45])=[O:44])[CH:38]=2)[O:33][C:32]=1[C:50]1[CH:55]=[CH:54][C:53]([F:56])=[CH:52][CH:51]=1.C[CH2:58][O:59][C:60](C)=[O:61], predict the reaction product. The product is: [F:56][C:53]1[CH:54]=[CH:55][C:50]([C:32]2[O:33][C:34]3=[N:35][CH:36]=[C:37]([C:40]4[CH:41]=[C:42]([CH:46]=[CH:47][C:48]=4[CH3:49])[C:43]([OH:45])=[O:44])[CH:38]=[C:39]3[C:31]=2[C:60]([O:59][CH3:58])=[O:61])=[CH:51][CH:52]=1.